From a dataset of Catalyst prediction with 721,799 reactions and 888 catalyst types from USPTO. Predict which catalyst facilitates the given reaction. (1) Reactant: C1CN([P+](ON2N=NC3C=CC=CC2=3)(N2CCCC2)N2CCCC2)CC1.F[P-](F)(F)(F)(F)F.C(N(CC)C(C)C)(C)C.[Cl:43][C:44]1[CH:45]=[CH:46][C:47]2[N:53]3[C:54]([CH:57]([CH3:59])[CH3:58])=[N:55][N:56]=[C:52]3[CH:51]([CH2:60][C:61](O)=[O:62])[O:50][CH:49]([C:64]3[CH:69]=[CH:68][CH:67]=[C:66]([O:70][CH3:71])[C:65]=3[O:72][CH3:73])[C:48]=2[CH:74]=1.[NH:75]1[CH2:80][CH2:79][CH2:78][CH2:77][CH:76]1[C:81]([O:83][CH2:84][CH3:85])=[O:82]. Product: [Cl:43][C:44]1[CH:45]=[CH:46][C:47]2[N:53]3[C:54]([CH:57]([CH3:58])[CH3:59])=[N:55][N:56]=[C:52]3[CH:51]([CH2:60][C:61]([N:75]3[CH2:80][CH2:79][CH2:78][CH2:77][CH:76]3[C:81]([O:83][CH2:84][CH3:85])=[O:82])=[O:62])[O:50][CH:49]([C:64]3[CH:69]=[CH:68][CH:67]=[C:66]([O:70][CH3:71])[C:65]=3[O:72][CH3:73])[C:48]=2[CH:74]=1. The catalyst class is: 7. (2) Reactant: Cl[C:2]1[CH:3]=[C:4]([N:13]([CH2:20][CH3:21])[CH:14]2[CH2:19][CH2:18][O:17][CH2:16][CH2:15]2)[C:5]([CH2:11][CH3:12])=[C:6]([CH:10]=1)[C:7]([OH:9])=O.CN(C(ON1N=N[C:32]2[CH:33]=[CH:34][CH:35]=N[C:31]1=2)=[N+](C)C)C.F[P-](F)(F)(F)(F)F.[CH3:46][CH2:47][N:48]([CH:52]([CH3:54])C)[CH:49]([CH3:51])C.[NH2:55][CH2:56][C:57]1[C:58](=[O:65])[NH:59][C:60]([CH3:64])=[CH:61][C:62]=1[CH3:63].CN(C=[O:70])C. Product: [CH3:63][C:62]1[CH:61]=[C:60]([CH3:64])[NH:59][C:58](=[O:65])[C:57]=1[CH2:56][NH:55][C:7]([C:6]1[CH:10]=[C:2]([C:33]2[CH:34]=[CH:35][C:54]([CH2:52][N:48]3[CH2:47][CH2:46][O:70][CH2:51][CH2:49]3)=[CH:31][CH:32]=2)[CH:3]=[C:4]([N:13]([CH2:20][CH3:21])[CH:14]2[CH2:19][CH2:18][O:17][CH2:16][CH2:15]2)[C:5]=1[CH2:11][CH3:12])=[O:9]. The catalyst class is: 6. (3) Reactant: Cl[C:2]1[CH:7]=[C:6]([Cl:8])[N:5]=[C:4]([CH3:9])[N:3]=1.[Cl:10][C:11]1[CH:17]=[CH:16][C:14]([NH2:15])=[C:13](B2OC(C)(C)C(C)(C)O2)[CH:12]=1.C(=O)([O-])[O-].[Na+].[Na+]. Product: [Cl:10][C:11]1[CH:17]=[CH:16][C:14]([NH2:15])=[C:13]([C:2]2[CH:7]=[C:6]([Cl:8])[N:5]=[C:4]([CH3:9])[N:3]=2)[CH:12]=1. The catalyst class is: 12. (4) Product: [CH2:1]([O:8][C:9]1[CH:10]=[CH:11][C:12]2[C:13]3[S:28][C:27]([CH2:29][CH2:30][CH3:31])=[N:26][C:14]=3[C:15]([NH2:19])=[N:16][C:17]=2[CH:18]=1)[C:2]1[CH:3]=[CH:4][CH:5]=[CH:6][CH:7]=1. The catalyst class is: 5. Reactant: [CH2:1]([O:8][C:9]1[CH:10]=[CH:11][C:12]2[C:13]3[S:28][C:27]([CH2:29][CH2:30][CH3:31])=[N:26][C:14]=3[C:15]([NH:19]C(=O)C(Cl)(Cl)Cl)=[N:16][C:17]=2[CH:18]=1)[C:2]1[CH:7]=[CH:6][CH:5]=[CH:4][CH:3]=1.C[O-].[Na+]. (5) Reactant: Cl[C:2]1[CH:7]=[CH:6][C:5]([N+:8]([O-:10])=[O:9])=[CH:4][N:3]=1.Cl.[F:12][C:13]1([F:19])[CH2:18][CH2:17][NH:16][CH2:15][CH2:14]1.C(N(CC)C(C)C)(C)C. Product: [F:12][C:13]1([F:19])[CH2:18][CH2:17][N:16]([C:2]2[CH:7]=[CH:6][C:5]([N+:8]([O-:10])=[O:9])=[CH:4][N:3]=2)[CH2:15][CH2:14]1. The catalyst class is: 8. (6) Reactant: [Cl:1][C:2]1[CH:7]=[CH:6][CH:5]=[C:4]([C:8](=O)[CH3:9])[N:3]=1.Cl.[CH3:12][O:13][NH2:14].Cl.C(=O)([O-])O.[Na+]. Product: [CH3:12][O:13][N:14]=[C:8]([C:4]1[N:3]=[C:2]([Cl:1])[CH:7]=[CH:6][CH:5]=1)[CH3:9]. The catalyst class is: 8. (7) Reactant: C[O:2][C:3]([C:5]1[CH:14]=[CH:13][C:12]2[C:7](=[CH:8][CH:9]=[CH:10][CH:11]=2)[C:6]=1[NH:15][CH2:16][CH2:17][CH2:18][C:19]1[CH:24]=[CH:23][CH:22]=[CH:21][CH:20]=1)=[O:4].[OH-].[Na+]. Product: [C:19]1([CH2:18][CH2:17][CH2:16][NH:15][C:6]2[C:7]3[C:12](=[CH:11][CH:10]=[CH:9][CH:8]=3)[CH:13]=[CH:14][C:5]=2[C:3]([OH:4])=[O:2])[CH:24]=[CH:23][CH:22]=[CH:21][CH:20]=1. The catalyst class is: 92. (8) Reactant: [F:1][C:2]1[C:10]([F:11])=[CH:9][C:5]([C:6]([OH:8])=O)=[C:4]([NH:12][CH2:13][C:14]([CH3:17])([CH3:16])[CH3:15])[CH:3]=1.CCN=C=NCCCN(C)C.C1C=CC2N(O)N=NC=2C=1.CCN(C(C)C)C(C)C.[CH3:48][C:49]([NH2:53])([C:51]#[CH:52])[CH3:50]. Product: [F:1][C:2]1[C:10]([F:11])=[CH:9][C:5]([C:6]([NH:53][C:49]([CH3:50])([C:51]#[CH:52])[CH3:48])=[O:8])=[C:4]([NH:12][CH2:13][C:14]([CH3:17])([CH3:16])[CH3:15])[CH:3]=1. The catalyst class is: 2. (9) Reactant: [OH:1][CH2:2][C@@:3]([C@H:6]1[O:11][CH2:10][CH2:9][N:8]([C:12]2[CH:17]=[CH:16][CH:15]=[C:14]([C:18]([F:21])([F:20])[F:19])[N:13]=2)[C:7]1=[O:22])([OH:5])[CH3:4].CS(C)=O.C(N(CC)CC)C. Product: [OH:5][C@@:3]([C@H:6]1[O:11][CH2:10][CH2:9][N:8]([C:12]2[CH:17]=[CH:16][CH:15]=[C:14]([C:18]([F:21])([F:20])[F:19])[N:13]=2)[C:7]1=[O:22])([CH3:4])[CH:2]=[O:1]. The catalyst class is: 2.